Dataset: Catalyst prediction with 721,799 reactions and 888 catalyst types from USPTO. Task: Predict which catalyst facilitates the given reaction. (1) Reactant: [CH3:1][CH:2]([CH3:17])[CH2:3][CH2:4][N:5]1[C:10]2[N:11]=[CH:12][CH:13]=[CH:14][C:9]=2[C:8](=[O:15])O[C:6]1=[O:16].[O:18]=[S:19]1(=[O:35])[C:24]2[CH:25]=[CH:26][CH:27]=[CH:28][C:23]=2[NH:22][C:21]([CH2:29]C(OCC)=O)=[N:20]1.[H-].[Na+].C(O)(=O)C. Product: [O:35]=[S:19]1(=[O:18])[C:24]2[CH:25]=[CH:26][CH:27]=[CH:28][C:23]=2[NH:22][C:21]([C:29]2[C:6](=[O:16])[N:5]([CH2:4][CH2:3][CH:2]([CH3:1])[CH3:17])[C:10]3[C:9]([C:8]=2[OH:15])=[CH:14][CH:13]=[CH:12][N:11]=3)=[N:20]1. The catalyst class is: 295. (2) Reactant: [NH2:1][C:2]1[C:10]2[O:9][CH:8]([CH2:11][OH:12])[CH2:7][C:6]=2[C:5](Br)=[C:4]([CH3:14])[CH:3]=1.[N:15]1[CH:20]=[CH:19][C:18](B(O)O)=[CH:17][CH:16]=1.C([O-])([O-])=O.[Cs+].[Cs+].O. Product: [NH2:1][C:2]1[C:10]2[O:9][CH:8]([CH2:11][OH:12])[CH2:7][C:6]=2[C:5]([C:18]2[CH:19]=[CH:20][N:15]=[CH:16][CH:17]=2)=[C:4]([CH3:14])[CH:3]=1. The catalyst class is: 128. (3) Reactant: [CH:1]1([S:6][CH:7]([C:16]2[CH:21]=[CH:20][C:19]([Cl:22])=[C:18]([Cl:23])[CH:17]=2)[C:8]([NH:10][C:11]2[S:12][CH:13]=[CH:14][N:15]=2)=[O:9])[CH2:5][CH2:4][CH2:3][CH2:2]1.I([O-])(=O)(=O)=[O:25].[Na+]. Product: [CH:1]1([S:6]([CH:7]([C:16]2[CH:21]=[CH:20][C:19]([Cl:22])=[C:18]([Cl:23])[CH:17]=2)[C:8]([NH:10][C:11]2[S:12][CH:13]=[CH:14][N:15]=2)=[O:9])=[O:25])[CH2:5][CH2:4][CH2:3][CH2:2]1. The catalyst class is: 24. (4) Reactant: [CH3:1][O:2][C:3](=[O:15])[CH2:4][C@H:5]1[C:9]2[CH:10]=[CH:11][C:12]([OH:14])=[CH:13][C:8]=2[O:7][CH2:6]1.[C:16]([O:19][CH2:20][C:21]1[CH:26]=[C:25]([O:27][CH2:28][CH2:29][CH2:30][S:31]([CH3:34])(=[O:33])=[O:32])[CH:24]=[C:23]([CH3:35])[C:22]=1[C:36]1[CH:41]=[CH:40][CH:39]=[C:38]([CH2:42]O)[CH:37]=1)(=[O:18])[CH3:17].C(P(CCCC)CCCC)CCC.N(C(N1CCCCC1)=O)=NC(N1CCCCC1)=O. Product: [CH3:1][O:2][C:3](=[O:15])[CH2:4][C@H:5]1[C:9]2[CH:10]=[CH:11][C:12]([O:14][CH2:42][C:38]3[CH:37]=[C:36]([C:22]4[C:23]([CH3:35])=[CH:24][C:25]([O:27][CH2:28][CH2:29][CH2:30][S:31]([CH3:34])(=[O:33])=[O:32])=[CH:26][C:21]=4[CH2:20][O:19][C:16](=[O:18])[CH3:17])[CH:41]=[CH:40][CH:39]=3)=[CH:13][C:8]=2[O:7][CH2:6]1. The catalyst class is: 345. (5) The catalyst class is: 2. Reactant: [CH2:1]([N:3]([CH2:30][CH2:31][C:32]1[C:40]2[C:35](=[CH:36][CH:37]=[CH:38][CH:39]=2)[NH:34][CH:33]=1)[CH:4]1[C:12]2[C:7](=[CH:8][C:9]([C:13]([NH:15][C:16]3[CH:21]=[CH:20][CH:19]=[CH:18][C:17]=3[NH:22]C(=O)OC(C)(C)C)=[O:14])=[CH:10][CH:11]=2)[CH2:6][CH2:5]1)[CH3:2].C(O)(C(F)(F)F)=O. Product: [NH2:22][C:17]1[CH:18]=[CH:19][CH:20]=[CH:21][C:16]=1[NH:15][C:13]([C:9]1[CH:8]=[C:7]2[C:12](=[CH:11][CH:10]=1)[CH:4]([N:3]([CH2:1][CH3:2])[CH2:30][CH2:31][C:32]1[C:40]3[C:35](=[CH:36][CH:37]=[CH:38][CH:39]=3)[NH:34][CH:33]=1)[CH2:5][CH2:6]2)=[O:14]. (6) Reactant: [Br:1][C:2]1[CH:8]=[CH:7][C:5]([NH2:6])=[CH:4][CH:3]=1.[N:9]1[CH:14]=[CH:13][CH:12]=[C:11]([CH:15]=O)[CH:10]=1.[BH4-].[Na+]. Product: [Br:1][C:2]1[CH:8]=[CH:7][C:5]([NH:6][CH2:15][C:11]2[CH:10]=[N:9][CH:14]=[CH:13][CH:12]=2)=[CH:4][CH:3]=1. The catalyst class is: 5. (7) Reactant: Cl/[C:2](=[C:4]1\[C@H:5]2[C@@H:7]([CH2:8][C:9]\1=O)[C:6]2([CH3:12])[CH3:11])/[CH3:3].[C:13]([CH2:15][S:16]C(=O)C)#[N:14]. Product: [CH3:11][C:6]1([CH3:12])[C@@H:7]2[CH2:8][C:9]3[C:4]([C@H:5]12)=[C:2]([CH3:3])[S:16][C:15]=3[C:13]#[N:14]. The catalyst class is: 464. (8) Reactant: Cl.[C:2]([C:6]1[CH:10]=[C:9]([NH2:11])[N:8]([CH2:12][C@H:13]2[CH2:17][CH2:16][CH2:15][O:14]2)[N:7]=1)([CH3:5])([CH3:4])[CH3:3].C(N(CC)CC)C.[Cl:25][C:26]1[CH:27]=[CH:28][C:29]([O:35][CH3:36])=[C:30]([CH:34]=1)[C:31](Cl)=[O:32].O. Product: [C:2]([C:6]1[CH:10]=[C:9]([NH:11][C:31](=[O:32])[C:30]2[CH:34]=[C:26]([Cl:25])[CH:27]=[CH:28][C:29]=2[O:35][CH3:36])[N:8]([CH2:12][C@H:13]2[CH2:17][CH2:16][CH2:15][O:14]2)[N:7]=1)([CH3:5])([CH3:3])[CH3:4]. The catalyst class is: 2. (9) Reactant: [NH2:1][C:2]1[C:3]([C:9]([C:11]2[CH:16]=[CH:15][N:14]=[C:13]3[NH:17][CH:18]=[CH:19][C:12]=23)=[O:10])=[N:4][CH:5]=[C:6]([Cl:8])[CH:7]=1.[F:20][C:21]1[CH:22]=[C:23]([S:28](Cl)(=[O:30])=[O:29])[CH:24]=[CH:25][C:26]=1[CH3:27].CO.[OH-].[Na+]. Product: [Cl:8][C:6]1[CH:7]=[C:2]([NH:1][S:28]([C:23]2[CH:24]=[CH:25][C:26]([CH3:27])=[C:21]([F:20])[CH:22]=2)(=[O:29])=[O:30])[C:3]([C:9]([C:11]2[C:12]3[CH:19]=[CH:18][NH:17][C:13]=3[N:14]=[CH:15][CH:16]=2)=[O:10])=[N:4][CH:5]=1. The catalyst class is: 228. (10) Reactant: [Na].Br[CH2:3][CH2:4][S:5]([O-:8])(=[O:7])=[O:6].C([O-])([O-])=O.[K+].[K+].[CH3:15][NH:16][CH2:17][CH2:18][CH2:19][CH2:20][CH2:21][CH2:22][CH2:23][CH2:24][CH2:25][CH2:26][CH2:27][CH3:28]. Product: [CH3:15][NH+:16]([CH2:17][CH2:18][CH2:19][CH2:20][CH2:21][CH2:22][CH2:23][CH2:24][CH2:25][CH2:26][CH2:27][CH3:28])[CH2:3][CH2:4][S:5]([O-:8])(=[O:7])=[O:6]. The catalyst class is: 3.